From a dataset of Full USPTO retrosynthesis dataset with 1.9M reactions from patents (1976-2016). Predict the reactants needed to synthesize the given product. Given the product [OH:1][C:2]1[N:7]([CH3:28])[C:6](=[O:8])[N:5]([CH2:9][C:10]2[CH:15]=[CH:14][CH:13]=[CH:12][CH:11]=2)[C:4](=[O:16])[C:3]=1[C:17]([NH:19][CH2:20][C:21]([OH:23])=[O:22])=[O:18], predict the reactants needed to synthesize it. The reactants are: [OH:1][C:2]1[NH:7][C:6](=[O:8])[N:5]([CH2:9][C:10]2[CH:15]=[CH:14][CH:13]=[CH:12][CH:11]=2)[C:4](=[O:16])[C:3]=1[C:17]([NH:19][CH2:20][C:21]([O:23]CC)=[O:22])=[O:18].CI.[C:28](=O)([O-])[O-].[Na+].[Na+].Cl.